From a dataset of Forward reaction prediction with 1.9M reactions from USPTO patents (1976-2016). Predict the product of the given reaction. Given the reactants C1(C2SC(NC3C=CC(OCCN4CCCC4)=CC=3)=NC=2)C=CC=CC=1.[S:27]1[CH:31]=[CH:30][C:29]([C:32]2[CH:33]=[C:34]([CH2:38][CH:39]=O)[CH:35]=[CH:36][CH:37]=2)=[CH:28]1.[CH3:41][N:42]1[CH2:47][CH2:46][N:45]([C:48]2[CH:53]=[CH:52][C:51]([NH:54][C:55]([NH2:57])=[S:56])=[CH:50][CH:49]=2)[CH2:44][CH2:43]1, predict the reaction product. The product is: [CH3:41][N:42]1[CH2:47][CH2:46][N:45]([C:48]2[CH:49]=[CH:50][C:51]([NH:54][C:55]3[S:56][C:38]([C:34]4[CH:35]=[CH:36][CH:37]=[C:32]([C:29]5[CH:30]=[CH:31][S:27][CH:28]=5)[CH:33]=4)=[CH:39][N:57]=3)=[CH:52][CH:53]=2)[CH2:44][CH2:43]1.